Regression. Given a peptide amino acid sequence and an MHC pseudo amino acid sequence, predict their binding affinity value. This is MHC class II binding data. From a dataset of Peptide-MHC class II binding affinity with 134,281 pairs from IEDB. (1) The peptide sequence is ADAGYAPATPAAAGA. The MHC is DRB1_1001 with pseudo-sequence DRB1_1001. The binding affinity (normalized) is 0.765. (2) The peptide sequence is YGGSWKLEGRWDGEE. The MHC is HLA-DQA10303-DQB10402 with pseudo-sequence HLA-DQA10303-DQB10402. The binding affinity (normalized) is 0.154. (3) The peptide sequence is PNAPPAYEKLSA. The MHC is DRB1_0101 with pseudo-sequence DRB1_0101. The binding affinity (normalized) is 0.411.